This data is from Full USPTO retrosynthesis dataset with 1.9M reactions from patents (1976-2016). The task is: Predict the reactants needed to synthesize the given product. (1) Given the product [CH3:1][O:2][C:3]([C:5]1[CH:6]=[C:7]2[CH:13]=[CH:12][N:11]([S:22]([C:16]3[CH:21]=[CH:20][CH:19]=[CH:18][CH:17]=3)(=[O:24])=[O:23])[C:8]2=[N:9][CH:10]=1)=[O:4], predict the reactants needed to synthesize it. The reactants are: [CH3:1][O:2][C:3]([C:5]1[CH:6]=[C:7]2[CH:13]=[CH:12][NH:11][C:8]2=[N:9][CH:10]=1)=[O:4].[OH-].[Na+].[C:16]1([S:22](Cl)(=[O:24])=[O:23])[CH:21]=[CH:20][CH:19]=[CH:18][CH:17]=1. (2) Given the product [C:27]([C:29]1[CH:30]=[CH:31][C:32]([O:39][CH3:40])=[C:33]([S:35]([NH:1][CH2:2][CH2:3][C:4]2[CH:16]=[CH:15][C:14]([CH:17]([CH3:18])[CH3:19])=[CH:13][C:5]=2[O:6][CH2:7][C:8]([O:10][CH2:11][CH3:12])=[O:9])(=[O:37])=[O:36])[CH:34]=1)#[N:28], predict the reactants needed to synthesize it. The reactants are: [NH2:1][CH2:2][CH2:3][C:4]1[CH:16]=[CH:15][C:14]([CH:17]([CH3:19])[CH3:18])=[CH:13][C:5]=1[O:6][CH2:7][C:8]([O:10][CH2:11][CH3:12])=[O:9].C(N(CC)CC)C.[C:27]([C:29]1[CH:30]=[CH:31][C:32]([O:39][CH3:40])=[C:33]([S:35](Cl)(=[O:37])=[O:36])[CH:34]=1)#[N:28]. (3) Given the product [Cl:1][C:2]1[CH:3]=[CH:4][C:5]([C@H:8]2[C@@H:12]([C:13]3[CH:14]=[CH:15][C:16]([Cl:19])=[CH:17][CH:18]=3)[N:11]([C:20]([N:48]3[CH2:49][CH2:50][N:45]([CH2:44][C:43]([N:37]4[CH2:38][CH2:39][O:40][CH2:41][CH2:42]4)=[O:51])[CH2:46][CH2:47]3)=[O:21])[C:10]([C:23]3[CH:28]=[C:27]([C:29]([CH3:30])([CH3:31])[C:32]#[N:33])[CH:26]=[CH:25][C:24]=3[O:34][CH2:35][CH3:36])=[N:9]2)=[CH:6][CH:7]=1, predict the reactants needed to synthesize it. The reactants are: [Cl:1][C:2]1[CH:7]=[CH:6][C:5]([C@H:8]2[C@@H:12]([C:13]3[CH:18]=[CH:17][C:16]([Cl:19])=[CH:15][CH:14]=3)[N:11]([C:20](Cl)=[O:21])[C:10]([C:23]3[CH:28]=[C:27]([C:29]([C:32]#[N:33])([CH3:31])[CH3:30])[CH:26]=[CH:25][C:24]=3[O:34][CH2:35][CH3:36])=[N:9]2)=[CH:4][CH:3]=1.[N:37]1([C:43](=[O:51])[CH2:44][N:45]2[CH2:50][CH2:49][NH:48][CH2:47][CH2:46]2)[CH2:42][CH2:41][O:40][CH2:39][CH2:38]1.